This data is from Forward reaction prediction with 1.9M reactions from USPTO patents (1976-2016). The task is: Predict the product of the given reaction. (1) Given the reactants [F:1][C:2]([F:15])([F:14])[C:3]1[CH:8]=[CH:7][N:6]=[C:5]([CH2:9][C:10](OC)=[O:11])[CH:4]=1.[NH3:16], predict the reaction product. The product is: [F:1][C:2]([F:15])([F:14])[C:3]1[CH:8]=[CH:7][N:6]=[C:5]([CH2:9][C:10]([NH2:16])=[O:11])[CH:4]=1. (2) Given the reactants [F:1][C:2]1[CH:3]=[C:4]2[C:9](=[CH:10][C:11]=1[F:12])[N:8]=[C:7]([N:13]1[CH2:20][CH:19]3[CH:15]([CH2:16][NH:17][CH2:18]3)[CH2:14]1)[CH:6]=[N:5]2.[CH3:21][O:22][C:23]1[CH:31]=[CH:30][C:26]([C:27](O)=[O:28])=[C:25]([N:32]2[N:36]=[CH:35][CH:34]=[N:33]2)[CH:24]=1, predict the reaction product. The product is: [F:1][C:2]1[CH:3]=[C:4]2[C:9](=[CH:10][C:11]=1[F:12])[N:8]=[C:7]([N:13]1[CH2:14][CH:15]3[CH2:16][N:17]([C:27]([C:26]4[CH:30]=[CH:31][C:23]([O:22][CH3:21])=[CH:24][C:25]=4[N:32]4[N:36]=[CH:35][CH:34]=[N:33]4)=[O:28])[CH2:18][CH:19]3[CH2:20]1)[CH:6]=[N:5]2. (3) Given the reactants [N:1]1[C:5]2[CH:6]=[CH:7][CH:8]=[CH:9][C:4]=2[NH:3][CH:2]=1.C(=O)([O-])[O-].[K+].[K+].I[CH2:17][CH2:18][CH3:19], predict the reaction product. The product is: [CH2:17]([N:1]1[C:5]2[CH:6]=[CH:7][CH:8]=[CH:9][C:4]=2[N:3]=[CH:2]1)[CH2:18][CH3:19]. (4) Given the reactants [N:1]1([C:7]([N:9]2[CH2:14][CH:13]([C:15]3[CH:20]=[CH:19][C:18]([C:21]([F:24])([F:23])[F:22])=[CH:17][CH:16]=3)[CH2:12][CH:11]([C:25](O)=[O:26])[CH2:10]2)=[O:8])[CH2:6][CH2:5][O:4][CH2:3][CH2:2]1.O[NH:29][C:30]([CH:32]1[CH2:35][CH2:34][CH2:33]1)=[NH:31], predict the reaction product. The product is: [CH:32]1([C:30]2[N:31]=[C:25]([CH:11]3[CH2:12][CH:13]([C:15]4[CH:20]=[CH:19][C:18]([C:21]([F:24])([F:23])[F:22])=[CH:17][CH:16]=4)[CH2:14][N:9]([C:7]([N:1]4[CH2:2][CH2:3][O:4][CH2:5][CH2:6]4)=[O:8])[CH2:10]3)[O:26][N:29]=2)[CH2:35][CH2:34][CH2:33]1. (5) Given the reactants [OH-].[K+].[C:3]([O:7][C@@H:8]([C:15]1[C:16]([CH3:50])=[N:17][C:18]([CH3:49])=[C:19]([C:33]2[CH:38]=[CH:37][C:36]([O:39][CH2:40][CH2:41][C:42]3[CH:47]=[CH:46][C:45]([F:48])=[CH:44][CH:43]=3)=[CH:35][CH:34]=2)[C:20]=1[N:21]1[CH2:26][CH2:25][CH:24]([C:27]2[CH:32]=[CH:31][CH:30]=[CH:29][CH:28]=2)[CH2:23][CH2:22]1)[C:9]([O:11]C(C)C)=[O:10])([CH3:6])([CH3:5])[CH3:4].Cl, predict the reaction product. The product is: [C:3]([O:7][C@@H:8]([C:15]1[C:16]([CH3:50])=[N:17][C:18]([CH3:49])=[C:19]([C:33]2[CH:34]=[CH:35][C:36]([O:39][CH2:40][CH2:41][C:42]3[CH:47]=[CH:46][C:45]([F:48])=[CH:44][CH:43]=3)=[CH:37][CH:38]=2)[C:20]=1[N:21]1[CH2:26][CH2:25][CH:24]([C:27]2[CH:32]=[CH:31][CH:30]=[CH:29][CH:28]=2)[CH2:23][CH2:22]1)[C:9]([OH:11])=[O:10])([CH3:6])([CH3:5])[CH3:4]. (6) The product is: [C:1]([C:5]1[N:10]=[C:9]([N:11]2[CH2:16][CH2:15][N:14]([CH2:17][CH2:18][CH2:19][CH2:20][NH:21][C:31]([N:47]3[CH2:46][CH2:45][N:44]([C:41]4[CH:42]=[CH:43][N:38]=[CH:39][CH:40]=4)[CH2:49][CH2:48]3)=[O:32])[CH2:13][CH2:12]2)[CH:8]=[C:7]([C:22]([F:24])([F:25])[F:23])[N:6]=1)([CH3:4])([CH3:2])[CH3:3]. Given the reactants [C:1]([C:5]1[N:10]=[C:9]([N:11]2[CH2:16][CH2:15][N:14]([CH2:17][CH2:18][CH2:19][CH2:20][NH2:21])[CH2:13][CH2:12]2)[CH:8]=[C:7]([C:22]([F:25])([F:24])[F:23])[N:6]=1)([CH3:4])([CH3:3])[CH3:2].C1N=CN([C:31](N2C=NC=C2)=[O:32])C=1.[N:38]1[CH:43]=[CH:42][C:41]([N:44]2[CH2:49][CH2:48][NH:47][CH2:46][CH2:45]2)=[CH:40][CH:39]=1, predict the reaction product. (7) Given the reactants [OH-].[Na+].C([O:5][C:6]([C:8]1[CH:12]=[C:11]([C:13]2[CH:17]=[CH:16][N:15]([CH3:18])[CH:14]=2)[N:10]([C:19]2[CH:20]=[N:21][C:22]([O:25][CH3:26])=[CH:23][CH:24]=2)[N:9]=1)=[O:7])C.O.C(OCC)C, predict the reaction product. The product is: [CH3:26][O:25][C:22]1[N:21]=[CH:20][C:19]([N:10]2[C:11]([C:13]3[CH:17]=[CH:16][N:15]([CH3:18])[CH:14]=3)=[CH:12][C:8]([C:6]([OH:7])=[O:5])=[N:9]2)=[CH:24][CH:23]=1. (8) Given the reactants C[O:2][C:3]1[CH:4]=[C:5]2[C:10](=[CH:11][CH:12]=1)[N:9]=[N:8][CH:7]=[C:6]2[Cl:13].[Cl-].[Cl-].[Cl-].[Al+3], predict the reaction product. The product is: [OH:2][C:3]1[CH:4]=[C:5]2[C:10](=[CH:11][CH:12]=1)[N:9]=[N:8][CH:7]=[C:6]2[Cl:13].